This data is from Catalyst prediction with 721,799 reactions and 888 catalyst types from USPTO. The task is: Predict which catalyst facilitates the given reaction. (1) Reactant: Cl.[CH3:2][O:3][C:4]1[CH:5]=[C:6]([C:10]2([C:22](Cl)=O)[CH2:15][CH2:14][N:13]([C:16]3[N:21]=[CH:20][CH:19]=[CH:18][N:17]=3)[CH2:12][CH2:11]2)[CH:7]=[CH:8][CH:9]=1.[CH2:25]1[CH:29]2[CH2:30][CH:31]([NH2:32])[CH:27]([CH2:28]2)[CH2:26]1.Cl.C(N(CC)CC)C.[C:41](=O)([O-])[OH:42].[Na+]. Product: [CH:27]12[CH2:28][CH:29]([CH2:25][CH2:26]1)[CH2:30][CH:31]2[NH:32][C:41]([CH2:22][C:10]1([C:6]2[CH:7]=[CH:8][CH:9]=[C:4]([O:3][CH3:2])[CH:5]=2)[CH2:15][CH2:14][N:13]([C:16]2[N:21]=[CH:20][CH:19]=[CH:18][N:17]=2)[CH2:12][CH2:11]1)=[O:42]. The catalyst class is: 4. (2) Reactant: [Si]([O:8][CH2:9][C:10]1[C:11]([C:16](=O)/[CH:17]=[CH:18]/[N:19](C)C)=[N:12][CH:13]=[CH:14][CH:15]=1)(C(C)(C)C)(C)C.Cl.[NH:24]([CH2:26][C:27]([O:29][CH2:30][CH3:31])=[O:28])N.Cl. Product: [OH:8][CH2:9][C:10]1[C:11]([C:16]2[N:24]([CH2:26][C:27]([O:29][CH2:30][CH3:31])=[O:28])[N:19]=[CH:18][CH:17]=2)=[N:12][CH:13]=[CH:14][CH:15]=1. The catalyst class is: 14. (3) Reactant: N(C(OC(C)C)=O)=NC(O[CH:6]([CH3:8])[CH3:7])=O.[CH2:15]([O:17][C:18]([C:20]1[N:21]([S:30]([C:33]2[CH:38]=[CH:37][C:36]([CH3:39])=[CH:35][CH:34]=2)(=[O:32])=[O:31])[C:22]2[C:27]([CH:28]=1)=[CH:26][C:25]([OH:29])=[CH:24][CH:23]=2)=[O:19])[CH3:16].C1(P(C2C=CC=CC=2)C2C=CC=CC=2)C=CC=CC=1.CC(O)C. Product: [CH2:15]([O:17][C:18]([C:20]1[N:21]([S:30]([C:33]2[CH:34]=[CH:35][C:36]([CH3:39])=[CH:37][CH:38]=2)(=[O:32])=[O:31])[C:22]2[C:27]([CH:28]=1)=[CH:26][C:25]([O:29][CH:6]([CH3:8])[CH3:7])=[CH:24][CH:23]=2)=[O:19])[CH3:16]. The catalyst class is: 7. (4) Reactant: CN(C)[CH:3]=[CH:4][C:5]([C:7]1[CH:12]=[CH:11][N:10]=[C:9]([Cl:13])[CH:8]=1)=O.N(O)=O.C([O:20][C:21]([CH2:23][C:24]1[CH:25]=[C:26]([NH:30][C:31]([NH2:33])=[NH:32])[CH:27]=[CH:28][CH:29]=1)=[O:22])C.[OH-].[Li+]. Product: [C:21]([CH2:23][C:24]1[CH:25]=[C:26]([NH:30][C:31]2[N:32]=[C:5]([C:7]3[CH:12]=[CH:11][N:10]=[C:9]([Cl:13])[CH:8]=3)[CH:4]=[CH:3][N:33]=2)[CH:27]=[CH:28][CH:29]=1)([OH:20])=[O:22]. The catalyst class is: 868. (5) Product: [C:2]1([CH2:1][O:8][C:9]2[CH:10]=[C:11]([C:21]3[CH:29]=[C:28]4[C:24]([C:25]([NH:38][C:39](=[O:43])[CH2:40][CH2:41][CH3:42])=[N:26][N:27]4[CH2:30][O:31][CH2:32][CH2:33][Si:34]([CH3:37])([CH3:35])[CH3:36])=[CH:23][CH:22]=3)[CH:12]=[CH:13][CH:14]=2)[CH:7]=[CH:6][CH:5]=[CH:4][CH:3]=1. The catalyst class is: 167. Reactant: [CH2:1]([O:8][C:9]1[CH:10]=[C:11](B(O)O)[CH:12]=[CH:13][CH:14]=1)[C:2]1[CH:7]=[CH:6][CH:5]=[CH:4][CH:3]=1.[F-].[Cs+].Cl[C:21]1[CH:29]=[C:28]2[C:24]([C:25]([NH:38][C:39](=[O:43])[CH2:40][CH2:41][CH3:42])=[N:26][N:27]2[CH2:30][O:31][CH2:32][CH2:33][Si:34]([CH3:37])([CH3:36])[CH3:35])=[CH:23][CH:22]=1. (6) Reactant: [I:1][C:2]1[C:11]2[C:6](=[CH:7][N:8]=[CH:9][CH:10]=2)[C:5](=[O:12])[NH:4][CH:3]=1.[H-].[Na+].[CH2:15](Br)[C:16]1[CH:21]=[CH:20][CH:19]=[CH:18][CH:17]=1.[NH4+].[Cl-]. Product: [CH2:15]([N:4]1[CH:3]=[C:2]([I:1])[C:11]2[C:6](=[CH:7][N:8]=[CH:9][CH:10]=2)[C:5]1=[O:12])[C:16]1[CH:21]=[CH:20][CH:19]=[CH:18][CH:17]=1. The catalyst class is: 18.